This data is from Forward reaction prediction with 1.9M reactions from USPTO patents (1976-2016). The task is: Predict the product of the given reaction. (1) Given the reactants ClC1C=C(C=C(Cl)C=1)N.N[C:11]1[CH:12]=[C:13]([CH:25]=[CH:26][C:27]=1OC)[C:14]([NH:16]C1C=CC(F)=C(F)C=1)=[O:15], predict the reaction product. The product is: [C:14]([NH2:16])(=[O:15])[C:13]1[CH:25]=[CH:26][CH:27]=[CH:11][CH:12]=1. (2) Given the reactants C([Li])CCC.Br[C:7]1[CH:12]=[CH:11][CH:10]=[C:9]([Br:13])[CH:8]=1.[CH:14](=[O:21])[C:15]1[CH:20]=[CH:19][CH:18]=[CH:17][CH:16]=1, predict the reaction product. The product is: [Br:13][C:9]1[CH:8]=[C:7]([C:19]2[CH:18]=[CH:17][CH:16]=[C:15]([CH2:14][OH:21])[CH:20]=2)[CH:12]=[CH:11][CH:10]=1. (3) Given the reactants Br[C:2]1[CH:3]=[C:4]([C:9]2[N:10]=[N:11][N:12]([CH:14]([CH3:16])[CH3:15])[CH:13]=2)[C:5]([NH2:8])=[N:6][CH:7]=1.[F:17][C:18]1[CH:23]=[CH:22][C:21](B(O)O)=[CH:20][C:19]=1[C:27]([N:29]1[CH2:34][CH2:33][O:32][CH2:31][CH2:30]1)=[O:28].O.C([O-])([O-])=O.[Cs+].[Cs+], predict the reaction product. The product is: [NH2:8][C:5]1[N:6]=[CH:7][C:2]([C:21]2[CH:22]=[CH:23][C:18]([F:17])=[C:19]([C:27]([N:29]3[CH2:30][CH2:31][O:32][CH2:33][CH2:34]3)=[O:28])[CH:20]=2)=[CH:3][C:4]=1[C:9]1[N:10]=[N:11][N:12]([CH:14]([CH3:16])[CH3:15])[CH:13]=1. (4) Given the reactants [CH3:1][C:2]1[CH:7]=[CH:6][C:5]([NH2:8])=[C:4]([C:9]([F:12])([F:11])[F:10])[CH:3]=1.Cl[CH2:14][CH2:15][N:16]([CH2:27][CH2:28]Cl)S(C1C=CC(C)=CC=1)(=O)=O, predict the reaction product. The product is: [CH3:1][C:2]1[CH:7]=[CH:6][C:5]([N:8]2[CH2:28][CH2:27][NH:16][CH2:15][CH2:14]2)=[C:4]([C:9]([F:10])([F:11])[F:12])[CH:3]=1. (5) Given the reactants [C:12]([O:11][C:9](O[C:9]([O:11][C:12]([CH3:15])([CH3:14])[CH3:13])=[O:10])=[O:10])([CH3:15])([CH3:14])[CH3:13].[CH2:16]([O:23][C:24]1[CH:25]=[C:26]([NH:30][C:31]2[N:36]=[CH:35][C:34]([Br:37])=[CH:33][N:32]=2)[CH:27]=[CH:28][CH:29]=1)[C:17]1[CH:22]=[CH:21][CH:20]=[CH:19][CH:18]=1.N1C=CC=CC=1, predict the reaction product. The product is: [CH2:16]([O:23][C:24]1[CH:25]=[C:26]([N:30]([C:31]2[N:32]=[CH:33][C:34]([Br:37])=[CH:35][N:36]=2)[C:9]([O:11][C:12]([CH3:13])([CH3:14])[CH3:15])=[O:10])[CH:27]=[CH:28][CH:29]=1)[C:17]1[CH:22]=[CH:21][CH:20]=[CH:19][CH:18]=1. (6) Given the reactants [CH3:1][O:2][C:3]1[O:4][C:5]([C:16]2[CH:25]=[CH:24][C:19]([O:20][CH2:21][CH2:22][NH2:23])=[CH:18][CH:17]=2)=[C:6]([C:8]2[CH:13]=[CH:12][C:11]([O:14][CH3:15])=[CH:10][CH:9]=2)[N:7]=1.C[Si]([N:30]=[C:31]=[O:32])(C)C.C(N(CC)CC)C, predict the reaction product. The product is: [CH3:1][O:2][C:3]1[O:4][C:5]([C:16]2[CH:25]=[CH:24][C:19]([O:20][CH2:21][CH2:22][NH:23][C:31]([NH2:30])=[O:32])=[CH:18][CH:17]=2)=[C:6]([C:8]2[CH:9]=[CH:10][C:11]([O:14][CH3:15])=[CH:12][CH:13]=2)[N:7]=1. (7) Given the reactants C(O[CH:5]1[C@@H:10]([O:11][C:12](=[O:14])[CH3:13])[C@@H:9]([O:15][C:16](=[O:18])[CH3:17])[C@H:8]([O:19][C:20](=[O:22])[CH3:21])[CH:7]([CH2:23][O:24][C:25](=[O:27])[CH3:26])[O:6]1)(=O)C.[CH3:28][O:29][C:30]1[CH:35]=[CH:34][C:33]([CH3:36])=[CH:32][CH:31]=1.[Sn](Cl)(Cl)(Cl)Cl, predict the reaction product. The product is: [C:20]([O:19][C@H:8]1[C@H:9]([O:15][C:16](=[O:18])[CH3:17])[C@H:10]([O:11][C:12](=[O:14])[CH3:13])[C@H:5]([C:31]2[CH:32]=[C:33]([CH3:36])[CH:34]=[CH:35][C:30]=2[O:29][CH3:28])[O:6][CH:7]1[CH2:23][O:24][C:25](=[O:27])[CH3:26])(=[O:22])[CH3:21]. (8) Given the reactants [F:1][C:2]1[CH:3]=[C:4]([CH2:10][CH2:11][C:12]([O:14][CH2:15][CH3:16])=[O:13])[CH:5]=[C:6]([F:9])[C:7]=1[OH:8].Br[CH2:18][C:19]1[CH:28]=[CH:27][C:26]2[C:21](=[CH:22][CH:23]=[CH:24][CH:25]=2)[CH:20]=1.C(=O)([O-])[O-].[K+].[K+].O, predict the reaction product. The product is: [F:1][C:2]1[CH:3]=[C:4]([CH2:10][CH2:11][C:12]([O:14][CH2:15][CH3:16])=[O:13])[CH:5]=[C:6]([F:9])[C:7]=1[O:8][CH2:18][C:19]1[CH:28]=[CH:27][C:26]2[C:21](=[CH:22][CH:23]=[CH:24][CH:25]=2)[CH:20]=1. (9) Given the reactants [Br:1][C:2]1[CH:3]=[N:4][NH:5][CH:6]=1.[O:7]1[CH:12]=[CH:11][CH2:10][CH2:9][CH2:8]1.FC(F)(F)C(O)=O.C(OCC)(=O)C.CCCCCC, predict the reaction product. The product is: [Br:1][C:2]1[CH:3]=[N:4][N:5]([CH:8]2[CH2:9][CH2:10][CH2:11][CH2:12][O:7]2)[CH:6]=1. (10) Given the reactants [CH3:1][CH2:2][O:3][C:4]([C:6]1[CH:11]([C:12]2[CH:13]=[CH:14][CH:15]=[CH:16][C:17]=2[Cl:18])[C:10]([C:19]([O:21][CH3:22])=[O:20])=[C:9]([CH3:23])[NH:8][C:7]=1[CH2:24][O:25][CH2:26][CH2:27][NH2:28])=[O:5].[NH:29]1[C:33](=[O:34])[CH2:32][CH2:31][C@H:30]1[C:35]([OH:37])=[O:36], predict the reaction product. The product is: [CH3:1][CH2:2][O:3][C:4]([C:6]1[CH:11]([C:12]2[CH:13]=[CH:14][CH:15]=[CH:16][C:17]=2[Cl:18])[C:10]([C:19]([O:21][CH3:22])=[O:20])=[C:9]([CH3:23])[NH:8][C:7]=1[CH2:24][O:25][CH2:26][CH2:27][NH2:28])=[O:5].[NH:29]1[C:33](=[O:34])[CH2:32][CH2:31][C@H:30]1[C:35]([O-:37])=[O:36].